Dataset: NCI-60 drug combinations with 297,098 pairs across 59 cell lines. Task: Regression. Given two drug SMILES strings and cell line genomic features, predict the synergy score measuring deviation from expected non-interaction effect. Drug 1: CC1=C(C(=CC=C1)Cl)NC(=O)C2=CN=C(S2)NC3=CC(=NC(=N3)C)N4CCN(CC4)CCO. Drug 2: CC1C(C(CC(O1)OC2CC(CC3=C2C(=C4C(=C3O)C(=O)C5=CC=CC=C5C4=O)O)(C(=O)C)O)N)O. Cell line: NCI-H322M. Synergy scores: CSS=51.4, Synergy_ZIP=5.11, Synergy_Bliss=13.3, Synergy_Loewe=9.95, Synergy_HSA=13.2.